This data is from NCI-60 drug combinations with 297,098 pairs across 59 cell lines. The task is: Regression. Given two drug SMILES strings and cell line genomic features, predict the synergy score measuring deviation from expected non-interaction effect. (1) Drug 2: CCCCCOC(=O)NC1=NC(=O)N(C=C1F)C2C(C(C(O2)C)O)O. Synergy scores: CSS=26.0, Synergy_ZIP=-5.90, Synergy_Bliss=-0.539, Synergy_Loewe=-37.5, Synergy_HSA=-0.780. Drug 1: COC1=C(C=C2C(=C1)N=CN=C2NC3=CC(=C(C=C3)F)Cl)OCCCN4CCOCC4. Cell line: OVCAR-8. (2) Synergy scores: CSS=6.73, Synergy_ZIP=-1.93, Synergy_Bliss=-2.64, Synergy_Loewe=-3.72, Synergy_HSA=-1.86. Cell line: T-47D. Drug 1: CC(CN1CC(=O)NC(=O)C1)N2CC(=O)NC(=O)C2. Drug 2: C1CNP(=O)(OC1)N(CCCl)CCCl. (3) Drug 1: C1=NC2=C(N1)C(=S)N=C(N2)N. Drug 2: C1CN(CCN1C(=O)CCBr)C(=O)CCBr. Cell line: MOLT-4. Synergy scores: CSS=68.0, Synergy_ZIP=-2.93, Synergy_Bliss=-5.85, Synergy_Loewe=-5.71, Synergy_HSA=-3.12. (4) Drug 1: C1CCC(CC1)NC(=O)N(CCCl)N=O. Drug 2: C1CC(C1)(C(=O)O)C(=O)O.[NH2-].[NH2-].[Pt+2]. Cell line: OVCAR-4. Synergy scores: CSS=25.8, Synergy_ZIP=-5.16, Synergy_Bliss=1.48, Synergy_Loewe=-6.38, Synergy_HSA=1.46. (5) Drug 1: CN1CCC(CC1)COC2=C(C=C3C(=C2)N=CN=C3NC4=C(C=C(C=C4)Br)F)OC. Drug 2: C1=CC(=CC=C1CCCC(=O)O)N(CCCl)CCCl. Cell line: SK-OV-3. Synergy scores: CSS=37.7, Synergy_ZIP=-2.44, Synergy_Bliss=4.54, Synergy_Loewe=3.73, Synergy_HSA=6.47. (6) Drug 1: CNC(=O)C1=NC=CC(=C1)OC2=CC=C(C=C2)NC(=O)NC3=CC(=C(C=C3)Cl)C(F)(F)F. Drug 2: CC1C(C(CC(O1)OC2CC(CC3=C2C(=C4C(=C3O)C(=O)C5=C(C4=O)C(=CC=C5)OC)O)(C(=O)CO)O)N)O.Cl. Cell line: MCF7. Synergy scores: CSS=38.3, Synergy_ZIP=-1.59, Synergy_Bliss=0.306, Synergy_Loewe=-3.55, Synergy_HSA=3.19. (7) Drug 1: C1=CC(=C2C(=C1NCCNCCO)C(=O)C3=C(C=CC(=C3C2=O)O)O)NCCNCCO. Drug 2: CC1C(C(CC(O1)OC2CC(CC3=C2C(=C4C(=C3O)C(=O)C5=C(C4=O)C(=CC=C5)OC)O)(C(=O)C)O)N)O.Cl. Cell line: UACC-257. Synergy scores: CSS=16.2, Synergy_ZIP=3.59, Synergy_Bliss=13.3, Synergy_Loewe=11.1, Synergy_HSA=11.9. (8) Drug 1: CCC1(CC2CC(C3=C(CCN(C2)C1)C4=CC=CC=C4N3)(C5=C(C=C6C(=C5)C78CCN9C7C(C=CC9)(C(C(C8N6C=O)(C(=O)OC)O)OC(=O)C)CC)OC)C(=O)OC)O.OS(=O)(=O)O. Cell line: BT-549. Synergy scores: CSS=17.4, Synergy_ZIP=0.199, Synergy_Bliss=-0.741, Synergy_Loewe=-4.73, Synergy_HSA=0.155. Drug 2: CC1=C(C(=O)C2=C(C1=O)N3CC4C(C3(C2COC(=O)N)OC)N4)N.